Dataset: Cav3 T-type calcium channel HTS with 100,875 compounds. Task: Binary Classification. Given a drug SMILES string, predict its activity (active/inactive) in a high-throughput screening assay against a specified biological target. (1) The compound is Clc1c2c(C(CN(CC2)CC=C)c2ccccc2)cc(O)c1O. The result is 0 (inactive). (2) The compound is s1cc(nc1C)c1cc(O)c(O)cc1. The result is 0 (inactive).